This data is from Forward reaction prediction with 1.9M reactions from USPTO patents (1976-2016). The task is: Predict the product of the given reaction. Given the reactants C([O:3][C:4](=O)[CH2:5][N:6]1[C:14]2[CH:13]=[CH:12][CH:11]=[CH:10][C:9]=2[C:8]2[CH2:15][CH2:16][N:17]([C:20]([O:22][C:23]([CH3:26])([CH3:25])[CH3:24])=[O:21])[CH2:18][CH2:19][C:7]1=2)C.[Li+].[BH4-].O, predict the reaction product. The product is: [OH:3][CH2:4][CH2:5][N:6]1[C:14]2[CH:13]=[CH:12][CH:11]=[CH:10][C:9]=2[C:8]2[CH2:15][CH2:16][N:17]([C:20]([O:22][C:23]([CH3:26])([CH3:25])[CH3:24])=[O:21])[CH2:18][CH2:19][C:7]1=2.